This data is from Forward reaction prediction with 1.9M reactions from USPTO patents (1976-2016). The task is: Predict the product of the given reaction. (1) Given the reactants [OH:1][C:2]1[CH:15]=[CH:14][C:13]2[C:12](=[O:16])[C:11]3[C:6](=[CH:7][CH:8]=[C:9]([OH:17])[CH:10]=3)[C:5](=[O:18])[C:4]=2[CH:3]=1.[H-].[Na+].Cl[CH2:22][CH2:23][N:24]1[CH2:29][CH2:28][O:27][CH2:26][CH2:25]1.[CH3:30][OH:31], predict the reaction product. The product is: [O:27]1[CH2:28][CH2:29][N:24]([CH2:23][CH2:22][O:1][C:2]2[CH:15]=[CH:14][C:13]3[C:12](=[O:16])[C:11]4[C:6](=[CH:7][CH:8]=[C:9]([O:17][CH2:22][CH2:23][N:24]5[CH2:25][CH2:26][O:31][CH2:30][CH2:29]5)[CH:10]=4)[C:5](=[O:18])[C:4]=3[CH:3]=2)[CH2:25][CH2:26]1. (2) Given the reactants [F:1][C:2]([F:7])([F:6])[C:3]([OH:5])=[O:4].C(OC([N:15]1[CH2:20][CH2:19][N:18]([CH2:21][CH2:22][F:23])[CH2:17][CH2:16]1)=O)(C)(C)C.C([SiH](CC)CC)C, predict the reaction product. The product is: [F:1][C:2]([F:7])([F:6])[C:3]([OH:5])=[O:4].[F:23][CH2:22][CH2:21][N:18]1[CH2:19][CH2:20][NH:15][CH2:16][CH2:17]1. (3) Given the reactants [CH2:1]=[CH:2][CH:3]([OH:6])[CH2:4][OH:5].[CH3:7][CH:8]1[CH2:13][CH2:12][CH2:11][C:10](=O)[CH2:9]1, predict the reaction product. The product is: [CH3:7][CH:8]1[CH2:13][CH2:12][CH2:11][C:10]2([O:6][CH:3]([CH:2]=[CH2:1])[CH2:4][O:5]2)[CH2:9]1. (4) Given the reactants CS(O[CH2:6][CH2:7][O:8][C:9]1[CH:14]=[CH:13][C:12]([CH:15]2[CH2:20][CH2:19][N:18]([C:21]3[CH:22]=[CH:23][C:24]4[N:25]([C:27]([C:30]([F:33])([F:32])[F:31])=[N:28][N:29]=4)[N:26]=3)[CH2:17][CH2:16]2)=[CH:11][CH:10]=1)(=O)=O.[C:34]([N:37]1[CH2:42][CH2:41][NH:40][CH2:39][C@H:38]1[CH3:43])(=[O:36])[CH3:35], predict the reaction product. The product is: [C:34]([N:37]1[CH2:42][CH2:41][N:40]([CH2:6][CH2:7][O:8][C:9]2[CH:14]=[CH:13][C:12]([CH:15]3[CH2:16][CH2:17][N:18]([C:21]4[CH:22]=[CH:23][C:24]5[N:25]([C:27]([C:30]([F:32])([F:31])[F:33])=[N:28][N:29]=5)[N:26]=4)[CH2:19][CH2:20]3)=[CH:11][CH:10]=2)[CH2:39][C@H:38]1[CH3:43])(=[O:36])[CH3:35]. (5) Given the reactants [C:1]([O:5][C:6](=[O:37])[N:7]([C:19]1[CH:20]=[CH:21][C:22]2[N:23]([C:30]3[CH:35]=[CH:34][C:33]([Cl:36])=[CH:32][CH:31]=3)[C:24](=[O:29])[NH:25][CH2:26][C:27]=2[N:28]=1)[CH2:8][C:9]1[CH:14]=[CH:13][C:12]([O:15][CH3:16])=[CH:11][C:10]=1[O:17][CH3:18])([CH3:4])([CH3:3])[CH3:2].[H-].[Na+].I[CH3:41].O, predict the reaction product. The product is: [C:1]([O:5][C:6](=[O:37])[N:7]([C:19]1[CH:20]=[CH:21][C:22]2[N:23]([C:30]3[CH:35]=[CH:34][C:33]([Cl:36])=[CH:32][CH:31]=3)[C:24](=[O:29])[N:25]([CH3:41])[CH2:26][C:27]=2[N:28]=1)[CH2:8][C:9]1[CH:14]=[CH:13][C:12]([O:15][CH3:16])=[CH:11][C:10]=1[O:17][CH3:18])([CH3:4])([CH3:2])[CH3:3]. (6) Given the reactants [CH2:1]([N:3]([CH3:23])[C:4]([N:6]1[CH2:11][CH:10]([C:12]2[CH:17]=[CH:16][C:15]([CH2:18][CH3:19])=[CH:14][CH:13]=2)[CH2:9][CH:8]([C:20]([OH:22])=O)[CH2:7]1)=[O:5])[CH3:2].[F:24][C:25]1[CH:30]=[CH:29][CH:28]=[C:27]([F:31])[C:26]=1[C:32](=[N:34]O)[NH2:33], predict the reaction product. The product is: [F:24][C:25]1[CH:30]=[CH:29][CH:28]=[C:27]([F:31])[C:26]=1[C:32]1[N:34]=[C:20]([CH:8]2[CH2:9][CH:10]([C:12]3[CH:13]=[CH:14][C:15]([CH2:18][CH3:19])=[CH:16][CH:17]=3)[CH2:11][N:6]([C:4]([N:3]([CH2:1][CH3:2])[CH3:23])=[O:5])[CH2:7]2)[O:22][N:33]=1.